Binary Classification. Given a miRNA mature sequence and a target amino acid sequence, predict their likelihood of interaction. From a dataset of Experimentally validated miRNA-target interactions with 360,000+ pairs, plus equal number of negative samples. (1) The miRNA is mmu-miR-96-3p with sequence CAAUCAUGUGUAGUGCCAAUAU. The protein sequence of the target gene is MSSYQQKQTFTPPPQLQQQQVKQPSQPPPQEIFVPTTKEPCHSKVPQPGNTKIPEPGCTKVPEPGCTKVPEPGCTKVPEPGCTKVPEPGCTKVPEPGCTKVPEPGYTKVPEPGSIKVPDQGFIKFPEPGAIKVPEQGYTKVPVPGYTKLPEPCPSTVTPGPAQQKTKQK. Result: 0 (no interaction). (2) The miRNA is hsa-miR-6787-3p with sequence UCUCAGCUGCUGCCCUCUCCAG. The protein sequence of the target gene is MAATAAEAVASGSGEPREEAGALGPAWDESQLRSYSFPTRPIPRLSQSDPRAEELIENEEPVVLTDTNLVYPALKWDLEYLQENIGNGDFSVYSASTHKFLYYDEKKMANFQNFKPRSNREEMKFHEFVEKLQDIQQRGGEERLYLQQTLNDTVGRKIVMDFLGFNWNWINKQQGKRGWGQLTSNLLLIGMEGNVTPAHYDEQQNFFAQIKGYKRCILFPPDQFECLYPYPVHHPCDRQSQVDFDNPDYERFPNFQNVVGYETVVGPGDVLYIPMYWWHHIESLLNGGITITVNFWYKGA.... Result: 1 (interaction).